From a dataset of Reaction yield outcomes from USPTO patents with 853,638 reactions. Predict the reaction yield, written as a fraction of the theoretical maximum amount of product (1.0 means a 100% yield; for example, 0.34 means a 34% yield). (1) The reactants are [Cl:1][C:2]1[CH:3]=[C:4]([CH:6]=[CH:7][C:8]=1[C:9]1[O:13][CH:12]=[N:11][CH:10]=1)[NH2:5].[CH:14]1[C:22]2[C:21]3[CH:23]=[CH:24][CH:25]=[CH:26][C:20]=3[S:19][C:18]=2[C:17]([CH:27]=O)=[CH:16][CH:15]=1. No catalyst specified. The product is [CH:14]1[C:22]2[C:21]3[CH:23]=[CH:24][CH:25]=[CH:26][C:20]=3[S:19][C:18]=2[C:17]([CH2:27][NH:5][C:4]2[CH:6]=[CH:7][C:8]([C:9]3[O:13][CH:12]=[N:11][CH:10]=3)=[C:2]([Cl:1])[CH:3]=2)=[CH:16][CH:15]=1. The yield is 0.481. (2) The reactants are [F:1][C:2]1[CH:7]=[CH:6][C:5]([C:8]2[C:17]([N:18]([CH2:20][CH:21]([CH3:23])[CH3:22])[CH3:19])=[N:16][C:15]3[C:10](=[CH:11][CH:12]=[C:13]([C:24]([O:26]C)=[O:25])[CH:14]=3)[N:9]=2)=[CH:4][CH:3]=1.[OH-].[Na+]. The catalyst is CO.O. The product is [F:1][C:2]1[CH:3]=[CH:4][C:5]([C:8]2[C:17]([N:18]([CH2:20][CH:21]([CH3:23])[CH3:22])[CH3:19])=[N:16][C:15]3[C:10](=[CH:11][CH:12]=[C:13]([C:24]([OH:26])=[O:25])[CH:14]=3)[N:9]=2)=[CH:6][CH:7]=1. The yield is 0.650. (3) The reactants are [CH3:1][S:2](Cl)(=[O:4])=[O:3].[Cl:6][C:7]1[CH:8]=[C:9]([NH:14][C:15]([N:17]2[CH2:22][CH2:21][N:20]([C:23]([C@H:25]3[CH2:30][N:29]([CH2:31][CH3:32])[CH2:28][CH2:27][NH:26]3)=[O:24])[CH2:19][CH2:18]2)=[O:16])[CH:10]=[CH:11][C:12]=1[Cl:13]. No catalyst specified. The product is [Cl:6][C:7]1[CH:8]=[C:9]([NH:14][C:15]([N:17]2[CH2:18][CH2:19][N:20]([C:23]([C@H:25]3[CH2:30][N:29]([CH2:31][CH3:32])[CH2:28][CH2:27][N:26]3[S:2]([CH3:1])(=[O:4])=[O:3])=[O:24])[CH2:21][CH2:22]2)=[O:16])[CH:10]=[CH:11][C:12]=1[Cl:13]. The yield is 0.640.